From a dataset of Peptide-MHC class I binding affinity with 185,985 pairs from IEDB/IMGT. Regression. Given a peptide amino acid sequence and an MHC pseudo amino acid sequence, predict their binding affinity value. This is MHC class I binding data. (1) The peptide sequence is CIRNASKFVY. The MHC is HLA-A33:01 with pseudo-sequence HLA-A33:01. The binding affinity (normalized) is 0. (2) The peptide sequence is RPPEVDGNR. The MHC is HLA-A31:01 with pseudo-sequence HLA-A31:01. The binding affinity (normalized) is 0.0847. (3) The peptide sequence is NTFVNFNSV. The MHC is HLA-A03:01 with pseudo-sequence HLA-A03:01. The binding affinity (normalized) is 0. (4) The peptide sequence is FVDEFYAYL. The MHC is HLA-A02:03 with pseudo-sequence HLA-A02:03. The binding affinity (normalized) is 0.911. (5) The peptide sequence is YPASLHKFF. The MHC is HLA-B18:01 with pseudo-sequence HLA-B18:01. The binding affinity (normalized) is 0.333. (6) The peptide sequence is IFDDLQGSL. The MHC is HLA-B58:01 with pseudo-sequence HLA-B58:01. The binding affinity (normalized) is 0.0847. (7) The peptide sequence is ISIPRSVGF. The MHC is HLA-B57:01 with pseudo-sequence HLA-B57:01. The binding affinity (normalized) is 0.588. (8) The binding affinity (normalized) is 0.627. The MHC is HLA-B07:02 with pseudo-sequence HLA-B07:02. The peptide sequence is FPNITNLCPF. (9) The peptide sequence is YLQAKSQVL. The MHC is HLA-B15:17 with pseudo-sequence HLA-B15:17. The binding affinity (normalized) is 0.0847. (10) The peptide sequence is EVGAIALDFK. The MHC is HLA-A68:01 with pseudo-sequence HLA-A68:01. The binding affinity (normalized) is 0.746.